From a dataset of Catalyst prediction with 721,799 reactions and 888 catalyst types from USPTO. Predict which catalyst facilitates the given reaction. (1) Reactant: [CH2:1]([O:8][N:9]1[C:15](=[O:16])[N:14]2[CH2:17][C@H:10]1[CH2:11][CH2:12][C@H:13]2[C:18]([OH:20])=O)[C:2]1[CH:7]=[CH:6][CH:5]=[CH:4][CH:3]=1.[NH2:21][O:22][CH:23]1[CH2:28][N:27]([C:29]([O:31][C:32]([CH3:35])([CH3:34])[CH3:33])=[O:30])[CH2:26][C:25]2[N:36]([CH3:39])[N:37]=[CH:38][C:24]1=2.ON1C2C=CC=CC=2N=N1.Cl.C(N=C=NCCCN(C)C)C. Product: [CH2:1]([O:8][N:9]1[C:15](=[O:16])[N:14]2[CH2:17][C@H:10]1[CH2:11][CH2:12][C@H:13]2[C:18]([NH:21][O:22][CH:23]1[CH2:28][N:27]([C:29]([O:31][C:32]([CH3:33])([CH3:34])[CH3:35])=[O:30])[CH2:26][C:25]2[N:36]([CH3:39])[N:37]=[CH:38][C:24]1=2)=[O:20])[C:2]1[CH:3]=[CH:4][CH:5]=[CH:6][CH:7]=1. The catalyst class is: 2. (2) Reactant: [Cl:1][C:2]1[CH:23]=[CH:22][CH:21]=[C:20]([F:24])[C:3]=1[CH2:4][O:5][C:6]1[N:11]2[N:12]=[C:13]([CH3:18])[C:14]([C:15](O)=[O:16])=[C:10]2[CH:9]=[C:8]([CH3:19])[CH:7]=1.Cl.CN(C)CCCN=C=NCC.ON1C2C=CC=CC=2N=N1.[C:47]([O:51][C:52](=[O:61])[NH:53][C:54]([CH2:59][NH2:60])([CH3:58])[CH2:55][CH2:56][CH3:57])([CH3:50])([CH3:49])[CH3:48].C(N(CC)C(C)C)(C)C. Product: [C:47]([O:51][C:52](=[O:61])[NH:53][C:54]([CH3:58])([CH2:55][CH2:56][CH3:57])[CH2:59][NH:60][C:15]([C:14]1[C:13]([CH3:18])=[N:12][N:11]2[C:6]([O:5][CH2:4][C:3]3[C:20]([F:24])=[CH:21][CH:22]=[CH:23][C:2]=3[Cl:1])=[CH:7][C:8]([CH3:19])=[CH:9][C:10]=12)=[O:16])([CH3:48])([CH3:49])[CH3:50]. The catalyst class is: 7. (3) Reactant: O=[C:2]1[C:9]2[CH:8]=[C:7]([C:10]([O:12][CH3:13])=[O:11])[NH:6][C:5]=2[CH2:4][CH2:3]1.[F:14][C:15]1[CH:16]=[C:17]([CH:21]=[CH:22][C:23]=1[F:24])[CH2:18][Mg]Br. Product: [F:14][C:15]1[CH:16]=[C:17]([CH:21]=[CH:22][C:23]=1[F:24])[CH2:18][CH:2]1[C:9]2[CH:8]=[C:7]([C:10]([O:12][CH3:13])=[O:11])[NH:6][C:5]=2[CH2:4][CH2:3]1. The catalyst class is: 45. (4) Reactant: [ClH:1].[CH2:2]([C:6]1[N+:7]([O-:32])=[N:8][C:9]([O:25][CH:26]2[CH2:31][CH2:30][NH:29][CH2:28][CH2:27]2)=[CH:10][C:11]=1[C:12]1[CH:17]=[CH:16][C:15]([O:18][CH:19]2[CH2:24][CH2:23][CH2:22][CH2:21][CH2:20]2)=[CH:14][CH:13]=1)[CH2:3][CH2:4][CH3:5].C=O.O.[C:36](O[BH-](OC(=O)C)OC(=O)C)(=O)C.[Na+]. Product: [ClH:1].[CH2:2]([C:6]1[N+:7]([O-:32])=[N:8][C:9]([O:25][CH:26]2[CH2:31][CH2:30][N:29]([CH3:36])[CH2:28][CH2:27]2)=[CH:10][C:11]=1[C:12]1[CH:13]=[CH:14][C:15]([O:18][CH:19]2[CH2:24][CH2:23][CH2:22][CH2:21][CH2:20]2)=[CH:16][CH:17]=1)[CH2:3][CH2:4][CH3:5]. The catalyst class is: 322. (5) Reactant: [CH2:1]([OH:11])[C:2]1[CH:10]=[CH:9][C:6]([O:7][CH3:8])=[C:4]([OH:5])[CH:3]=1.[CH3:12][CH:13]([CH3:23])[CH2:14][CH2:15][CH2:16][CH2:17][CH2:18][CH2:19][C:20](O)=[O:21].O. Product: [CH3:12][CH:13]([CH3:23])[CH2:14][CH2:15][CH2:16][CH2:17][CH2:18][CH2:19][C:20]([O:11][CH2:1][C:2]1[CH:10]=[CH:9][C:6]([O:7][CH3:8])=[C:4]([OH:5])[CH:3]=1)=[O:21]. The catalyst class is: 81. (6) Reactant: [N+](C1C=CC([C:10]2[CH:22]=[C:21]([C:23]([O-])=[O:24])[C:20]3[C:19]4[C:14](=[C:15]([Cl:26])[CH:16]=[CH:17][CH:18]=4)[N:13]([CH2:27][CH:28]4[CH2:33][CH2:32][CH2:31][CH2:30][CH2:29]4)[C:12]=3[C:11]=2[O:34][CH3:35])=CC=1)([O-])=O.[Cl:36][C:37]1[CH:38]=[N:39][CH:40]=[C:41]([Cl:44])[C:42]=1[NH2:43].[H-].[Na+]. Product: [Cl:36][C:37]1[CH:38]=[N:39][CH:40]=[C:41]([Cl:44])[C:42]=1[NH:43][C:23]([C:21]1[C:20]2[C:19]3[C:14](=[C:15]([Cl:26])[CH:16]=[CH:17][CH:18]=3)[N:13]([CH2:27][CH:28]3[CH2:29][CH2:30][CH2:31][CH2:32][CH2:33]3)[C:12]=2[C:11]([O:34][CH3:35])=[CH:10][CH:22]=1)=[O:24]. The catalyst class is: 3.